This data is from NCI-60 drug combinations with 297,098 pairs across 59 cell lines. The task is: Regression. Given two drug SMILES strings and cell line genomic features, predict the synergy score measuring deviation from expected non-interaction effect. (1) Drug 1: C1=C(C(=O)NC(=O)N1)N(CCCl)CCCl. Drug 2: C1CN(CCN1C(=O)CCBr)C(=O)CCBr. Cell line: BT-549. Synergy scores: CSS=39.1, Synergy_ZIP=3.49, Synergy_Bliss=5.27, Synergy_Loewe=3.10, Synergy_HSA=7.72. (2) Drug 1: CC(C)(C#N)C1=CC(=CC(=C1)CN2C=NC=N2)C(C)(C)C#N. Drug 2: CN(C(=O)NC(C=O)C(C(C(CO)O)O)O)N=O. Cell line: T-47D. Synergy scores: CSS=-3.99, Synergy_ZIP=3.07, Synergy_Bliss=1.56, Synergy_Loewe=-5.24, Synergy_HSA=-3.97. (3) Drug 1: C1=NC2=C(N1)C(=S)N=C(N2)N. Drug 2: C1=CC=C(C(=C1)C(C2=CC=C(C=C2)Cl)C(Cl)Cl)Cl. Cell line: SF-268. Synergy scores: CSS=3.09, Synergy_ZIP=-3.56, Synergy_Bliss=-0.448, Synergy_Loewe=-16.2, Synergy_HSA=-1.59. (4) Drug 1: CN(CCCl)CCCl.Cl. Drug 2: C1CN(CCN1C(=O)CCBr)C(=O)CCBr. Cell line: UACC-257. Synergy scores: CSS=15.0, Synergy_ZIP=-5.51, Synergy_Bliss=0.00374, Synergy_Loewe=-1.76, Synergy_HSA=-1.39. (5) Drug 1: CC1=C2C(C(=O)C3(C(CC4C(C3C(C(C2(C)C)(CC1OC(=O)C(C(C5=CC=CC=C5)NC(=O)C6=CC=CC=C6)O)O)OC(=O)C7=CC=CC=C7)(CO4)OC(=O)C)O)C)OC(=O)C. Drug 2: C1=CC=C(C(=C1)C(C2=CC=C(C=C2)Cl)C(Cl)Cl)Cl. Cell line: OVCAR-4. Synergy scores: CSS=31.1, Synergy_ZIP=-3.21, Synergy_Bliss=-5.93, Synergy_Loewe=-7.88, Synergy_HSA=-4.45. (6) Drug 1: C(=O)(N)NO. Drug 2: C1CC(=O)NC(=O)C1N2C(=O)C3=CC=CC=C3C2=O. Cell line: OVCAR3. Synergy scores: CSS=-0.169, Synergy_ZIP=7.10, Synergy_Bliss=6.17, Synergy_Loewe=1.57, Synergy_HSA=-1.58.